This data is from Forward reaction prediction with 1.9M reactions from USPTO patents (1976-2016). The task is: Predict the product of the given reaction. (1) Given the reactants [NH2:1][C:2]1[CH:19]=[CH:18][C:5]2[CH2:6][CH2:7][N:8]([CH2:11][C@H:12]([OH:17])[C:13]([F:16])([F:15])[F:14])[CH2:9][CH2:10][C:4]=2[CH:3]=1.Cl[C:21]1[N:26]=[C:25]([NH:27][C:28]2[CH:37]=[CH:36][CH:35]=[CH:34][C:29]=2[C:30]([NH:32][CH3:33])=[O:31])[C:24]([Cl:38])=[CH:23][N:22]=1.C12(CS(O)(=O)=O)C(C)(C)C(CC1)CC2=O, predict the reaction product. The product is: [Cl:38][C:24]1[C:25]([NH:27][C:28]2[CH:37]=[CH:36][CH:35]=[CH:34][C:29]=2[C:30]([NH:32][CH3:33])=[O:31])=[N:26][C:21]([NH:1][C:2]2[CH:19]=[CH:18][C:5]3[CH2:6][CH2:7][N:8]([CH2:11][C@H:12]([OH:17])[C:13]([F:16])([F:14])[F:15])[CH2:9][CH2:10][C:4]=3[CH:3]=2)=[N:22][CH:23]=1. (2) Given the reactants [CH2:1]([Si:4]([CH3:7])([CH3:6])[CH3:5])[CH:2]=[CH2:3].[C:8]([O:12][C:13](=[O:16])[CH:14]=[CH2:15])([CH3:11])([CH3:10])[CH3:9].[C:17]([CH:21]([CH3:25])[C:22](=[O:24])[CH3:23])(=[O:20])[CH:18]=[CH2:19].[C:26]1(=[O:32])[O:31][C:29](=[O:30])[CH:28]=[CH:27]1, predict the reaction product. The product is: [CH2:1]([Si:4]([CH3:7])([CH3:6])[CH3:5])[CH:2]=[CH2:3].[C:29]1(=[O:30])[O:31][C:26](=[O:32])[CH:27]=[CH:28]1.[C:8]([O:12][C:13](=[O:16])[CH:14]=[CH2:15])([CH3:11])([CH3:10])[CH3:9].[C:17]([CH:21]([CH3:25])[C:22](=[O:24])[CH3:23])(=[O:20])[CH:18]=[CH2:19]. (3) Given the reactants [F:1][C:2]([F:28])([F:27])[O:3][C:4]1[CH:9]=[CH:8][C:7]([NH:10][C:11](=[O:26])[NH:12][CH:13]2[CH2:18][CH2:17][N:16](C(OC(C)(C)C)=O)[CH2:15][CH2:14]2)=[CH:6][CH:5]=1, predict the reaction product. The product is: [NH:16]1[CH2:17][CH2:18][CH:13]([NH:12][C:11]([NH:10][C:7]2[CH:8]=[CH:9][C:4]([O:3][C:2]([F:1])([F:27])[F:28])=[CH:5][CH:6]=2)=[O:26])[CH2:14][CH2:15]1.